Dataset: Forward reaction prediction with 1.9M reactions from USPTO patents (1976-2016). Task: Predict the product of the given reaction. Given the reactants [CH2:1]([N:8]1[C:21](=[O:22])[C@H:20]([CH2:23][C:24]([OH:26])=O)[CH2:19][C:18]2[CH:17]=[CH:16][C:15]3[NH:14][N:13]=[CH:12][C:11]=3[C:10]=2[CH2:9]1)[C:2]1[CH:7]=[CH:6][CH:5]=[CH:4][CH:3]=1.[N:27]1([CH:33]2[CH2:42][C:41]3[C:36](=[CH:37][CH:38]=[CH:39][CH:40]=3)[NH:35][C:34]2=[O:43])[CH2:32][CH2:31][NH:30][CH2:29][CH2:28]1.ClC1C2NN=CC=2C2CN(CC(C)(C)C)C(=O)[C@H](CC(=O)N3CCC(N4CC5C(=CC=CC=5)NC4=O)CC3)CC=2C=1, predict the reaction product. The product is: [CH2:1]([N:8]1[C:21](=[O:22])[C@H:20]([CH2:23][C:24](=[O:26])[N:30]2[CH2:31][CH2:32][N:27]([CH:33]3[CH2:42][C:41]4[C:36](=[CH:37][CH:38]=[CH:39][CH:40]=4)[NH:35][C:34]3=[O:43])[CH2:28][CH2:29]2)[CH2:19][C:18]2[CH:17]=[CH:16][C:15]3[NH:14][N:13]=[CH:12][C:11]=3[C:10]=2[CH2:9]1)[C:2]1[CH:3]=[CH:4][CH:5]=[CH:6][CH:7]=1.